From a dataset of Reaction yield outcomes from USPTO patents with 853,638 reactions. Predict the reaction yield, written as a fraction of the theoretical maximum amount of product (1.0 means a 100% yield; for example, 0.34 means a 34% yield). (1) The reactants are [CH2:1]([O:3][C:4]1[CH:26]=[CH:25][C:7]([CH2:8][S:9][C:10]2[CH:11]=[CH:12][C:13]3[O:17][C:16]([CH:18]([NH:20][C:21](=[O:23])[CH3:22])[CH3:19])=[CH:15][C:14]=3[CH:24]=2)=[CH:6][CH:5]=1)[CH3:2].ClC1C=CC=C(C(OO)=[O:35])C=1.C(=O)([O-])O.[Na+]. The catalyst is C(OCC)(=O)C. The product is [CH2:1]([O:3][C:4]1[CH:26]=[CH:25][C:7]([CH2:8][S:9]([C:10]2[CH:11]=[CH:12][C:13]3[O:17][C:16]([CH:18]([NH:20][C:21](=[O:23])[CH3:22])[CH3:19])=[CH:15][C:14]=3[CH:24]=2)=[O:35])=[CH:6][CH:5]=1)[CH3:2]. The yield is 0.250. (2) The reactants are Cl[C:2]1[N:7]=[C:6]([S:8][C:9]2[CH:18]=[CH:17][C:12]([C:13]([O:15][CH3:16])=[O:14])=[CH:11][CH:10]=2)[CH:5]=[CH:4][N:3]=1.[O:19]1[CH2:24][CH2:23][N:22]([C:25]2[CH:31]=[CH:30][C:28]([NH2:29])=[CH:27][CH:26]=2)[CH2:21][CH2:20]1.O.C1(C)C=CC(S(O)(=O)=O)=CC=1.O. The catalyst is O1CCOCC1. The product is [O:19]1[CH2:20][CH2:21][N:22]([C:25]2[CH:26]=[CH:27][C:28]([NH:29][C:2]3[N:7]=[C:6]([S:8][C:9]4[CH:18]=[CH:17][C:12]([C:13]([O:15][CH3:16])=[O:14])=[CH:11][CH:10]=4)[CH:5]=[CH:4][N:3]=3)=[CH:30][CH:31]=2)[CH2:23][CH2:24]1. The yield is 0.510. (3) The reactants are [CH:1]1[C:10]2[C:5](=[CH:6][CH:7]=[CH:8][CH:9]=2)[CH:4]=[CH:3][C:2]=1[CH:11]([O:13][C:14]1[CH:22]=[CH:21][CH:20]=[C:16]([C:17](O)=[O:18])[C:15]=1[C:23](O)=[O:24])[CH3:12].Cl.[NH2:27][CH:28]1[CH2:34][CH2:33][C:32](=[O:35])[NH:31][C:29]1=[O:30]. The catalyst is N1C=CC=CC=1. The product is [O:30]=[C:29]1[CH:28]([N:27]2[C:23](=[O:24])[C:15]3[C:16](=[CH:20][CH:21]=[CH:22][C:14]=3[O:13][CH:11]([C:2]3[CH:3]=[CH:4][C:5]4[C:10](=[CH:9][CH:8]=[CH:7][CH:6]=4)[CH:1]=3)[CH3:12])[C:17]2=[O:18])[CH2:34][CH2:33][C:32](=[O:35])[NH:31]1. The yield is 0.640. (4) The reactants are C(OC(=O)[NH:7][CH2:8][CH2:9][C:10]1[N:15]=[C:14]([C:16]2[CH:24]=[CH:23][CH:22]=[C:21]3[C:17]=2[CH:18]=[CH:19][N:20]3[S:25]([C:28]2[CH:33]=[CH:32][CH:31]=[CH:30][CH:29]=2)(=[O:27])=[O:26])[CH:13]=[C:12]([N:34]2[CH2:39][CH2:38][O:37][CH2:36][CH2:35]2)[N:11]=1)(C)(C)C.C(O)(C(F)(F)F)=O. The catalyst is C(Cl)Cl. The product is [C:28]1([S:25]([N:20]2[C:21]3[C:17]([CH:16]([C:14]4[CH:13]=[C:12]([N:34]5[CH2:39][CH2:38][O:37][CH2:36][CH2:35]5)[N:11]=[C:10]([CH2:9][CH2:8][NH2:7])[N:15]=4)[CH:24]=[CH:23][CH:22]=3)=[CH:18][CH2:19]2)(=[O:26])=[O:27])[CH:33]=[CH:32][CH:31]=[CH:30][CH:29]=1. The yield is 0.850.